Dataset: Catalyst prediction with 721,799 reactions and 888 catalyst types from USPTO. Task: Predict which catalyst facilitates the given reaction. (1) Reactant: [NH2:1][C:2]1[CH:3]=[C:4]([C:8]2[CH:22]=[CH:21][C:11]3[N:12]=[C:13]([NH:15][C:16]([NH:18][CH2:19][CH3:20])=[O:17])[S:14][C:10]=3[CH:9]=2)[CH:5]=[CH:6][CH:7]=1.C(N(CC)CC)C.[C:30]1([N:36]=[C:37]=[O:38])[CH:35]=[CH:34][CH:33]=[CH:32][CH:31]=1. Product: [C:30]1([NH:36][C:37]([NH:1][C:2]2[CH:3]=[C:4]([C:8]3[CH:22]=[CH:21][C:11]4[N:12]=[C:13]([NH:15][C:16]([NH:18][CH2:19][CH3:20])=[O:17])[S:14][C:10]=4[CH:9]=3)[CH:5]=[CH:6][CH:7]=2)=[O:38])[CH:35]=[CH:34][CH:33]=[CH:32][CH:31]=1. The catalyst class is: 11. (2) Reactant: [CH3:1][N:2]1[C:6]([Sn](CCCC)(CCCC)CCCC)=[C:5]([CH3:20])[N:4]=[N:3]1.Br[C:22]1[CH:23]=[C:24]([NH2:29])[C:25]([Cl:28])=[N:26][CH:27]=1.C(N(CC)CC)C. Product: [Cl:28][C:25]1[C:24]([NH2:29])=[CH:23][C:22]([C:6]2[N:2]([CH3:1])[N:3]=[N:4][C:5]=2[CH3:20])=[CH:27][N:26]=1. The catalyst class is: 555. (3) Reactant: O=S(Cl)Cl.O.O.[NH2:7][C@@H:8]([CH2:12][C:13]1[CH:18]=[C:17]([I:19])[C:16]([OH:20])=[C:15]([I:21])[CH:14]=1)[C:9]([OH:11])=[O:10].[CH3:22]CN(C(C)C)C(C)C.[CH3:31][C:32]([O:35][C:36](O[C:36]([O:35][C:32]([CH3:34])([CH3:33])[CH3:31])=[O:37])=[O:37])([CH3:34])[CH3:33]. The catalyst class is: 100. Product: [C:32]([O:35][C:36]([NH:7][C@@H:8]([CH2:12][C:13]1[CH:14]=[C:15]([I:21])[C:16]([OH:20])=[C:17]([I:19])[CH:18]=1)[C:9]([O:11][CH3:22])=[O:10])=[O:37])([CH3:34])([CH3:33])[CH3:31]. (4) Reactant: [OH:1][C:2]1[CH:7]=[CH:6][C:5]([CH2:8][C:9]([O:11][CH3:12])=[O:10])=[CH:4][CH:3]=1.C(=O)([O-])[O-].[Cs+].[Cs+].[CH2:19](Br)[C:20]1[CH:25]=[CH:24][CH:23]=[CH:22][CH:21]=1. Product: [CH3:12][O:11][C:9](=[O:10])[CH2:8][C:5]1[CH:4]=[CH:3][C:2]([O:1][CH2:19][C:20]2[CH:25]=[CH:24][CH:23]=[CH:22][CH:21]=2)=[CH:7][CH:6]=1. The catalyst class is: 9. (5) Reactant: [C:1]([C:4]1[CH:5]=[C:6]2[C:11](=[CH:12][CH:13]=1)[N:10]([CH:14]1[CH2:19][CH2:18][O:17][CH2:16][CH2:15]1)[C:9](=[O:20])[N:8]([CH2:21][C:22]1[CH:27]=[CH:26][C:25]([O:28][CH3:29])=[C:24]([O:30][CH3:31])[CH:23]=1)[C:7]2=[O:32])(=[O:3])[CH3:2].[CH3:33][Mg]I. Product: [CH3:31][O:30][C:24]1[CH:23]=[C:22]([CH:27]=[CH:26][C:25]=1[O:28][CH3:29])[CH2:21][N:8]1[C:7](=[O:32])[C:6]2[C:11](=[CH:12][CH:13]=[C:4]([C:1]([OH:3])([CH3:33])[CH3:2])[CH:5]=2)[N:10]([CH:14]2[CH2:15][CH2:16][O:17][CH2:18][CH2:19]2)[C:9]1=[O:20]. The catalyst class is: 28. (6) Product: [F:34][CH:2]([P:20](=[O:27])([O:24][CH2:25][CH3:26])[O:21][CH2:22][CH3:23])[C:3]1[CH:8]=[CH:7][CH:6]=[C:5]([O:9][C:10]2[CH:15]=[CH:14][C:13]([C:16]([F:19])([F:18])[F:17])=[CH:12][N:11]=2)[CH:4]=1. The catalyst class is: 2. Reactant: O[CH:2]([P:20](=[O:27])([O:24][CH2:25][CH3:26])[O:21][CH2:22][CH3:23])[C:3]1[CH:8]=[CH:7][CH:6]=[C:5]([O:9][C:10]2[CH:15]=[CH:14][C:13]([C:16]([F:19])([F:18])[F:17])=[CH:12][N:11]=2)[CH:4]=1.CCN(S(F)(F)[F:34])CC. (7) Reactant: [I-].[CH2:2]([N+:4]1(C)[CH2:9][CH2:8][C:7](=[O:10])[CH2:6][CH2:5]1)[CH3:3].NC[CH:14]1[CH2:20][CH2:19]C[CH2:17][CH2:16][CH2:15]1.C([O-])([O-])=O.[K+].[K+]. Product: [CH:3]1([CH2:2][N:4]2[CH2:5][CH2:6][C:7](=[O:10])[CH2:8][CH2:9]2)[CH2:17][CH2:16][CH2:15][CH2:14][CH2:20][CH2:19]1. The catalyst class is: 40.